This data is from Reaction yield outcomes from USPTO patents with 853,638 reactions. The task is: Predict the reaction yield, written as a fraction of the theoretical maximum amount of product (1.0 means a 100% yield; for example, 0.34 means a 34% yield). (1) The reactants are [C:1]([O:4][C:5]1[CH:13]=[CH:12][C:11]([Br:14])=[CH:10][C:6]=1[C:7]([OH:9])=O)(=[O:3])[CH3:2].[NH2:15][C:16]1[S:17][CH:18]=[C:19]([C:21]([CH3:24])([CH3:23])[CH3:22])[N:20]=1. No catalyst specified. The product is [C:1]([O:4][C:5]1[CH:13]=[CH:12][C:11]([Br:14])=[CH:10][C:6]=1[C:7]([NH:15][C:16]1[S:17][CH:18]=[C:19]([C:21]([CH3:24])([CH3:23])[CH3:22])[N:20]=1)=[O:9])(=[O:3])[CH3:2]. The yield is 0.594. (2) The reactants are OC(C(F)(F)F)=O.[CH3:8][C:9]([CH3:36])([CH3:35])[C:10]#[C:11][C:12]1[S:16][C:15]([C:17]([OH:19])=[O:18])=[C:14]([N:20]([C@@H:30]([CH3:34])[CH2:31][CH2:32][OH:33])[C:21]([C@H:23]2[CH2:28][CH2:27][C@H:26]([CH3:29])[CH2:25][CH2:24]2)=[O:22])[CH:13]=1.Cl[C:38]1[C:47]2[C:42](=[C:43]([CH3:50])[C:44]([O:48][CH3:49])=[CH:45][CH:46]=2)[N:41]=[C:40]([O:51][CH2:52][CH3:53])[CH:39]=1.C(O[K])(C)(C)C. The catalyst is CS(C)=O. The product is [CH3:36][C:9]([CH3:35])([CH3:8])[C:10]#[C:11][C:12]1[S:16][C:15]([C:17]([OH:19])=[O:18])=[C:14]([N:20]([C@@H:30]([CH3:34])[CH2:31][CH2:32][O:33][C:38]2[C:47]3[C:42](=[C:43]([CH3:50])[C:44]([O:48][CH3:49])=[CH:45][CH:46]=3)[N:41]=[C:40]([O:51][CH2:52][CH3:53])[CH:39]=2)[C:21]([CH:23]2[CH2:28][CH2:27][CH:26]([CH3:29])[CH2:25][CH2:24]2)=[O:22])[CH:13]=1. The yield is 0.160. (3) The reactants are [CH3:1][O:2][CH2:3][C:4](=[S:6])[NH2:5].Br[CH2:8][C:9](=O)[C:10]([O:12][CH2:13][CH3:14])=[O:11].S([O-])([O-])(=O)=O.[Mg+2]. The catalyst is CC(C)=O. The product is [CH3:1][O:2][CH2:3][C:4]1[S:6][CH:8]=[C:9]([C:10]([O:12][CH2:13][CH3:14])=[O:11])[N:5]=1. The yield is 0.570. (4) The yield is 0.950. The reactants are [C:1]([O:5][C:6]([N:8]([CH2:29][O:30][CH2:31][CH2:32][Si:33]([CH3:36])([CH3:35])[CH3:34])[C:9]1[S:10][C@:11]2([C:25](OC)=[O:26])[C@H:13]([C@:14]([C:17]3[CH:22]=[CH:21][CH:20]=[C:19]([F:23])[C:18]=3[F:24])([CH3:16])[N:15]=1)[CH2:12]2)=[O:7])([CH3:4])([CH3:3])[CH3:2].[BH4-].[Li+].CO. The product is [C:1]([O:5][C:6](=[O:7])[N:8]([C:9]1[S:10][C@:11]2([CH2:25][OH:26])[C@H:13]([C@:14]([C:17]3[CH:22]=[CH:21][CH:20]=[C:19]([F:23])[C:18]=3[F:24])([CH3:16])[N:15]=1)[CH2:12]2)[CH2:29][O:30][CH2:31][CH2:32][Si:33]([CH3:36])([CH3:35])[CH3:34])([CH3:3])([CH3:2])[CH3:4]. The catalyst is C1COCC1. (5) The reactants are [CH3:1][C:2]1[CH:11]=[C:10]([CH3:12])[C:9]2[CH2:8][CH2:7][CH2:6][CH2:5][C:4]=2[C:3]=1[N:13]1[C:17]([C:18]([F:21])([F:20])[F:19])=[N:16][N:15]=[C:14]1[SH:22].Br[CH2:24][C:25]([O:27][CH2:28][CH3:29])=[O:26].C(=O)([O-])[O-].[K+].[K+].CN(C=O)C. The catalyst is C1COCC1.O. The product is [CH3:1][C:2]1[CH:11]=[C:10]([CH3:12])[C:9]2[CH2:8][CH2:7][CH2:6][CH2:5][C:4]=2[C:3]=1[N:13]1[C:17]([C:18]([F:21])([F:20])[F:19])=[N:16][N:15]=[C:14]1[S:22][CH2:24][C:25]([O:27][CH2:28][CH3:29])=[O:26]. The yield is 0.540. (6) The reactants are [O:1]1[C:6]2=[CH:7][CH:8]=[CH:9][C:5]2=[CH:4][CH:3]=[C:2]1[C:10]1[CH:15]=[CH:14][CH:13]=[CH:12][C:11]=1[NH:16][C:17](=[O:39])[CH:18]([C:29]1[CH:34]=[CH:33][C:32]([C:35]([CH3:38])([CH3:37])[CH3:36])=[CH:31][CH:30]=1)[CH2:19][C:20]1[CH:25]=[CH:24][C:23]([N+:26]([O-])=O)=[CH:22][CH:21]=1. The catalyst is O1CCCC1.[OH-].[OH-].[Pd+2]. The product is [NH2:26][C:23]1[CH:24]=[CH:25][C:20]([CH2:19][CH:18]([C:29]2[CH:30]=[CH:31][C:32]([C:35]([CH3:38])([CH3:37])[CH3:36])=[CH:33][CH:34]=2)[C:17]([NH:16][C:11]2[CH:12]=[CH:13][CH:14]=[CH:15][C:10]=2[C:2]2[O:1][C:6]3=[CH:7][CH:8]=[CH:9][C:5]3=[CH:4][CH:3]=2)=[O:39])=[CH:21][CH:22]=1. The yield is 0.770.